This data is from Forward reaction prediction with 1.9M reactions from USPTO patents (1976-2016). The task is: Predict the product of the given reaction. (1) Given the reactants Cl[C:2]1[C:3]2[C@H:11]([CH3:12])[CH2:10][C:9](=[O:13])[NH:8][C:4]=2[N:5]=[CH:6][N:7]=1.[F:14][C:15]([F:35])([F:34])[C:16]1[N:17]=[C:18]([CH:28]2[CH2:33][CH2:32][NH:31][CH2:30][CH2:29]2)[N:19]([CH2:21][CH2:22][N:23]2[CH2:27][CH2:26][CH2:25][CH2:24]2)[CH:20]=1.C(N(CC)CC)C, predict the reaction product. The product is: [CH3:12][C@H:11]1[C:3]2[C:2]([N:31]3[CH2:30][CH2:29][CH:28]([C:18]4[N:19]([CH2:21][CH2:22][N:23]5[CH2:24][CH2:25][CH2:26][CH2:27]5)[CH:20]=[C:16]([C:15]([F:34])([F:35])[F:14])[N:17]=4)[CH2:33][CH2:32]3)=[N:7][CH:6]=[N:5][C:4]=2[NH:8][C:9](=[O:13])[CH2:10]1. (2) Given the reactants [CH3:1][C:2]1[NH:3][C:4]2[C:9]([CH:10]=1)=[CH:8][C:7]([C:11]#[N:12])=[CH:6][CH:5]=2.[CH3:13][Mg]Br.CO.[BH4-].[Na+], predict the reaction product. The product is: [CH3:1][C:2]1[NH:3][C:4]2[C:9]([CH:10]=1)=[CH:8][C:7]([CH:11]([NH2:12])[CH3:13])=[CH:6][CH:5]=2. (3) Given the reactants [CH2:1]([N:3]([CH2:13][CH3:14])[C:4](=[O:12])[C:5]1[CH:10]=[CH:9][CH:8]=[C:7]([OH:11])[CH:6]=1)[CH3:2].C(NC(C)C)(C)C.[CH3:22][O:23][CH2:24]Cl, predict the reaction product. The product is: [CH2:13]([N:3]([CH2:1][CH3:2])[C:4](=[O:12])[C:5]1[CH:10]=[CH:9][CH:8]=[C:7]([O:11][CH2:22][O:23][CH3:24])[CH:6]=1)[CH3:14]. (4) Given the reactants [NH:1]1[C:5]2[CH:6]=[CH:7][C:8]([NH2:10])=[CH:9][C:4]=2[N:3]=[CH:2]1.[N:11]1[O:15][N:14]=[C:13]2[CH:16]=[C:17]([CH:20]=O)[CH:18]=[CH:19][C:12]=12.C([O:24][C:25](=O)[C:26](=[O:33])[CH2:27][C:28]([CH:30]1[CH2:32][CH2:31]1)=[O:29])C, predict the reaction product. The product is: [NH:1]1[C:5]2[CH:6]=[CH:7][C:8]([N:10]3[CH:20]([C:17]4[CH:18]=[CH:19][C:12]5=[N:11][O:15][N:14]=[C:13]5[CH:16]=4)[C:27]([C:28]([CH:30]4[CH2:32][CH2:31]4)=[O:29])=[C:26]([OH:33])[C:25]3=[O:24])=[CH:9][C:4]=2[N:3]=[CH:2]1. (5) Given the reactants [C:1]1([C:7]2[O:8][C:9]3[C:10](=[C:12]([C:16]([OH:18])=O)[CH:13]=[CH:14][CH:15]=3)[N:11]=2)[CH:6]=[CH:5][CH:4]=[CH:3][CH:2]=1.Cl.Cl.[NH2:21][CH:22]1[CH:27]2[CH2:28][CH2:29][N:24]([CH2:25][CH2:26]2)[CH2:23]1, predict the reaction product. The product is: [N:24]12[CH2:29][CH2:28][CH:27]([CH2:26][CH2:25]1)[CH:22]([NH:21][C:16]([C:12]1[CH:13]=[CH:14][CH:15]=[C:9]3[O:8][C:7]([C:1]4[CH:2]=[CH:3][CH:4]=[CH:5][CH:6]=4)=[N:11][C:10]=13)=[O:18])[CH2:23]2. (6) Given the reactants [CH3:1][O:2][C:3](=[O:12])[CH2:4][C:5]1[CH:10]=[CH:9][CH:8]=[C:7]([OH:11])[CH:6]=1.[C:13]1(P(C2C=CC=CC=2)C2C=CC=CC=2)[CH:18]=CC=C[CH:14]=1.N(C(OCC)=O)=NC(OCC)=O, predict the reaction product. The product is: [CH3:1][O:2][C:3](=[O:12])[CH2:4][C:5]1[CH:10]=[CH:9][CH:8]=[C:7]([O:11][CH:13]([CH3:18])[CH3:14])[CH:6]=1.